This data is from Forward reaction prediction with 1.9M reactions from USPTO patents (1976-2016). The task is: Predict the product of the given reaction. (1) The product is: [CH3:22][N:20]1[CH:21]=[C:17]([C:14]2[CH:15]=[C:16]3[C:8]([C:6]4[N:7]=[C:2]([N:39]5[CH2:40][CH2:41][C@@H:37]([NH:36][C:29](=[O:30])[O:31][C:32]([CH3:34])([CH3:33])[CH3:35])[CH2:38]5)[CH:3]=[CH:4][CH:5]=4)=[N:9][N:10]([CH:23]4[CH2:28][CH2:27][CH2:26][CH2:25][O:24]4)[C:11]3=[CH:12][N:13]=2)[CH:18]=[N:19]1. Given the reactants F[C:2]1[N:7]=[C:6]([C:8]2[C:16]3[C:11](=[CH:12][N:13]=[C:14]([C:17]4[CH:18]=[N:19][N:20]([CH3:22])[CH:21]=4)[CH:15]=3)[N:10]([CH:23]3[CH2:28][CH2:27][CH2:26][CH2:25][O:24]3)[N:9]=2)[CH:5]=[CH:4][CH:3]=1.[C:29]([NH:36][C@@H:37]1[CH2:41][CH2:40][NH:39][CH2:38]1)([O:31][C:32]([CH3:35])([CH3:34])[CH3:33])=[O:30].CN1C=C(C2C=C3C(C4N=C(N5CC[C@@H](NC(=O)OCCCC)C5)C=CC=4)=NN(C4CCCCO4)C3=CN=2)C=N1, predict the reaction product. (2) Given the reactants [F:1][C:2]1[CH:7]=[CH:6][C:5]([CH2:8][CH2:9][N:10]2[CH2:15][CH2:14][CH:13]([CH:16]([O:36][C:37](=[O:47])[CH:38]([O:45][CH3:46])[C:39]3[CH:44]=[CH:43][CH:42]=[CH:41][CH:40]=3)[C:17]3[CH:22]=[CH:21][CH:20]=[C:19]([O:23][Si](C(C)C)(C(C)C)C(C)C)[C:18]=3[O:34][CH3:35])[CH2:12][CH2:11]2)=[CH:4][CH:3]=1.[F-].[F-].[F-].[F-].[NH4+].[NH4+].[NH4+].[NH4+], predict the reaction product. The product is: [F:1][C:2]1[CH:7]=[CH:6][C:5]([CH2:8][CH2:9][N:10]2[CH2:15][CH2:14][CH:13]([CH:16]([O:36][C:37](=[O:47])[C@@H:38]([O:45][CH3:46])[C:39]3[CH:40]=[CH:41][CH:42]=[CH:43][CH:44]=3)[C:17]3[CH:22]=[CH:21][CH:20]=[C:19]([OH:23])[C:18]=3[O:34][CH3:35])[CH2:12][CH2:11]2)=[CH:4][CH:3]=1. (3) Given the reactants Br.C[O:3][C:4]1[CH:9]=[CH:8][C:7]([C:10]2[CH:11]=[CH:12][C:13]3[C:17]([C:18]4[CH:19]=[N:20][CH:21]=[CH:22][CH:23]=4)=[CH:16][S:15][C:14]=3[CH:24]=2)=[CH:6][CH:5]=1.[OH-].[Na+].C(=O)(O)[O-].[Na+], predict the reaction product. The product is: [N:20]1[CH:21]=[CH:22][CH:23]=[C:18]([C:17]2[C:13]3[CH:12]=[CH:11][C:10]([C:7]4[CH:8]=[CH:9][C:4]([OH:3])=[CH:5][CH:6]=4)=[CH:24][C:14]=3[S:15][CH:16]=2)[CH:19]=1. (4) Given the reactants [NH2:1][C@@H:2]([CH2:6][CH2:7][CH3:8])[CH2:3][CH2:4][OH:5].[NH2:9][C:10]1[N:15]=[C:14](Cl)[C:13]([CH2:17][C:18]2[CH:23]=[CH:22][C:21]([CH2:24][C:25]#[N:26])=[CH:20][C:19]=2[F:27])=[C:12]([CH3:28])[N:11]=1, predict the reaction product. The product is: [NH2:9][C:10]1[N:15]=[C:14]([NH:1][C@@H:2]([CH2:6][CH2:7][CH3:8])[CH2:3][CH2:4][OH:5])[C:13]([CH2:17][C:18]2[CH:23]=[CH:22][C:21]([CH2:24][C:25]#[N:26])=[CH:20][C:19]=2[F:27])=[C:12]([CH3:28])[N:11]=1. (5) Given the reactants O[C:2]1[C:7]2[C@@:8]3(O)[C@@:21]([O:25][CH3:26])([C@H:22](O)[CH2:23][C:6]=2[CH:5]=[C:4]([CH3:46])[C:3]=1[C:47]([O:49]C)=[O:48])[C:20](=[O:27])[C:19]1[C:10](=[CH:11][C:12]2[C:13](=[O:43])[C:14](NC4C(OC)C(O)C(OC)C(C)O4)=[CH:15][C:16](=[O:29])[C:17]=2[C:18]=1O)[C:9]3=[O:44].[Cl-].[Li+], predict the reaction product. The product is: [CH3:26][O:25][C:21]12[C:20](=[O:27])[C:19]3[C:10](=[CH:11][C:12]4[C:13](=[O:43])[CH:14]=[CH:15][C:16](=[O:29])[C:17]=4[CH:18]=3)[C:9](=[O:44])[CH:8]1[C:7]1[CH:2]=[C:3]([C:47]([OH:49])=[O:48])[C:4]([CH3:46])=[CH:5][C:6]=1[CH2:23][CH2:22]2. (6) Given the reactants [Br:1][C:2]1[CH:3]=[C:4]([CH:20]=[CH:21][CH:22]=1)[CH2:5][N:6]1[C:14]2[C:13](=[O:15])[N:12]([CH3:16])[C:11](=[O:17])[N:10]([CH3:18])[C:9]=2[N:8]=[C:7]1[SH:19].Br[CH2:24][C:25](=[O:28])[CH2:26][CH3:27].C(=O)([O-])[O-].[K+].[K+], predict the reaction product. The product is: [Br:1][C:2]1[CH:3]=[C:4]([CH:20]=[CH:21][CH:22]=1)[CH2:5][N:6]1[C:14]2[C:13](=[O:15])[N:12]([CH3:16])[C:11](=[O:17])[N:10]([CH3:18])[C:9]=2[N:8]=[C:7]1[S:19][CH2:24][C:25](=[O:28])[CH2:26][CH3:27]. (7) The product is: [Cl:10][C:28]1[N:29]=[C:24]([C:23]2[C:16]3[C:17](=[N:18][C:19]([CH3:20])=[C:14]([F:13])[CH:15]=3)[N:21]([CH2:39][C:40]3[CH:45]=[CH:44][C:43]([O:46][CH3:47])=[CH:42][CH:41]=3)[N:22]=2)[N:25]=[N:26][C:27]=1[C:31]1([C:34]([O:36][CH2:37][CH3:38])=[O:35])[CH2:33][CH2:32]1. Given the reactants S1(=O)(=O)CCCC1.P(Cl)(Cl)([Cl:10])=O.[F:13][C:14]1[CH:15]=[C:16]2[C:23]([C:24]3[N:25]=[N:26][C:27]([C:31]4([C:34]([O:36][CH2:37][CH3:38])=[O:35])[CH2:33][CH2:32]4)=[C:28](O)[N:29]=3)=[N:22][N:21]([CH2:39][C:40]3[CH:45]=[CH:44][C:43]([O:46][CH3:47])=[CH:42][CH:41]=3)[C:17]2=[N:18][C:19]=1[CH3:20], predict the reaction product. (8) Given the reactants [Br:1][C:2]1[CH:3]=[C:4]([NH:8][C:9]2[C:10]3[C:17]4[CH2:18][CH2:19][CH:20]([C:22]([N:24]5[CH2:29][CH2:28][CH2:27][CH2:26][CH2:25]5)=O)[CH2:21][C:16]=4[S:15][C:11]=3[N:12]=[CH:13][N:14]=2)[CH:5]=[CH:6][CH:7]=1.[H-].C([Al+]CC(C)C)C(C)C.CC(C[AlH]CC(C)C)C, predict the reaction product. The product is: [Br:1][C:2]1[CH:3]=[C:4]([NH:8][C:9]2[C:10]3[C:17]4[CH2:18][CH2:19][CH:20]([CH2:22][N:24]5[CH2:25][CH2:26][CH2:27][CH2:28][CH2:29]5)[CH2:21][C:16]=4[S:15][C:11]=3[N:12]=[CH:13][N:14]=2)[CH:5]=[CH:6][CH:7]=1.